Task: Regression/Classification. Given a drug SMILES string, predict its toxicity properties. Task type varies by dataset: regression for continuous values (e.g., LD50, hERG inhibition percentage) or binary classification for toxic/non-toxic outcomes (e.g., AMES mutagenicity, cardiotoxicity, hepatotoxicity). Dataset: ld50_zhu.. Dataset: Acute oral toxicity (LD50) regression data from Zhu et al. (1) The molecule is O=[N+]([O-])c1ccc(Oc2ccc(C(F)(F)F)cc2[N+](=O)[O-])cc1. The rat oral LD50 is 1.56, given as -log10 of the dose in mol/kg body weight (higher means more acutely toxic). (2) The molecule is CCC(c1ccccc1)c1c(O)c2ccccc2oc1=O. The rat oral LD50 is 3.15, given as -log10 of the dose in mol/kg body weight (higher means more acutely toxic). (3) The compound is CC(CN1CCN(CCOCCO)CC1)CN1c2ccccc2Sc2ccc(Cl)cc21. The rat oral LD50 is 3.06, given as -log10 of the dose in mol/kg body weight (higher means more acutely toxic). (4) The molecule is CC(=NO)C(C)(O)C#Cc1ccccc1. The rat oral LD50 is 1.81, given as -log10 of the dose in mol/kg body weight (higher means more acutely toxic). (5) The drug is C=CCOC(=O)CCC1CCCCC1. The rat oral LD50 is 2.53, given as -log10 of the dose in mol/kg body weight (higher means more acutely toxic). (6) The molecule is CCCC(O)CO. The rat oral LD50 is 0.914, given as -log10 of the dose in mol/kg body weight (higher means more acutely toxic). (7) The drug is ClC(Cl)C(Cl)Cl. The rat oral LD50 is 2.32, given as -log10 of the dose in mol/kg body weight (higher means more acutely toxic).